This data is from Catalyst prediction with 721,799 reactions and 888 catalyst types from USPTO. The task is: Predict which catalyst facilitates the given reaction. (1) Reactant: [I:1][C:2]1[CH:10]=[C:6]([C:7]([OH:9])=O)[C:5]([NH2:11])=[CH:4][CH:3]=1.[CH:12]([O-])([O-])OCC.[NH2:18][C:19]1[CH:24]=[CH:23][CH:22]=[CH:21][CH:20]=1.C(O)CCCC. Product: [I:1][C:2]1[CH:10]=[C:6]2[C:5](=[CH:4][CH:3]=1)[N:11]=[CH:12][N:18]([C:19]1[CH:24]=[CH:23][CH:22]=[CH:21][CH:20]=1)[C:7]2=[O:9]. The catalyst class is: 6. (2) Reactant: [H-].[Na+].[O:3]=[C:4]([CH2:12][C:13]1[CH:18]=[CH:17][CH:16]=[CH:15][CH:14]=1)[CH2:5]P(=O)(OC)OC.[CH3:19][O:20][C:21](=[O:37])[CH2:22][CH2:23][CH2:24][CH:25]=[CH:26][CH2:27][N:28]1[C:33](=[O:34])[CH2:32][CH2:31][CH2:30][C@@H:29]1[CH:35]=O. Product: [CH3:19][O:20][C:21](=[O:37])[CH2:22][CH2:23][CH2:24][CH:25]=[CH:26][CH2:27][N:28]1[C@@H:29](/[CH:35]=[CH:5]/[C:4](=[O:3])[CH2:12][C:13]2[CH:14]=[CH:15][CH:16]=[CH:17][CH:18]=2)[CH2:30][CH2:31][CH2:32][C:33]1=[O:34]. The catalyst class is: 1. (3) Product: [CH:17]1([C@H:5]2[C@H:4]([CH3:20])[C@@H:3]([NH:2][C:26]3[CH:31]=[CH:30][CH:29]=[CH:28][CH:27]=3)[C:12]3[C:7](=[CH:8][CH:9]=[CH:10][CH:11]=3)[N:6]2[C:13](=[O:16])[CH2:14][CH3:15])[CH2:19][CH2:18]1. Reactant: Br.[NH2:2][C@H:3]1[C:12]2[C:7](=[CH:8][CH:9]=[CH:10][CH:11]=2)[N:6]([C:13](=[O:16])[CH2:14][CH3:15])[C@@H:5]([CH:17]2[CH2:19][CH2:18]2)[C@@H:4]1[CH3:20].N[C@H]1[C:31]2[C:26](=[CH:27][CH:28]=[CH:29][CH:30]=2)N(C(=O)CC)[C@@H](C2CC2)[C@@H]1C.BrC1C=CC=CC=1.CN(C1C(C2C(P(C3CCCCC3)C3CCCCC3)=CC=CC=2)=CC=CC=1)C.CC(C)([O-])C.[Na+]. The catalyst class is: 62. (4) Reactant: [N:1]1[CH:6]=[CH:5][CH:4]=[CH:3][C:2]=1[C@@:7]1([CH2:17][CH:18]=O)[CH2:16][C:11]2([CH2:15][CH2:14][CH2:13][CH2:12]2)[O:10][CH2:9][CH2:8]1.[N:20]1[CH:25]=[CH:24][CH:23]=[C:22]([CH2:26][CH2:27][NH2:28])[CH:21]=1.[BH4-].[Na+]. Product: [N:1]1[CH:6]=[CH:5][CH:4]=[CH:3][C:2]=1[C@@:7]1([CH2:17][CH2:18][NH:28][CH2:27][CH2:26][C:22]2[CH:21]=[N:20][CH:25]=[CH:24][CH:23]=2)[CH2:16][C:11]2([CH2:15][CH2:14][CH2:13][CH2:12]2)[O:10][CH2:9][CH2:8]1. The catalyst class is: 100. (5) Reactant: [NH:1]1[C:5]2[CH:6]=[CH:7][CH:8]=[CH:9][C:4]=2[N:3]=[C:2]1[C:10]([N:12]1[CH2:15][CH:14]([O:16][C:17]2[C:22](Cl)=[N:21][CH:20]=[CH:19][N:18]=2)[CH2:13]1)=[O:11].[C:24]([Si:28]([CH3:46])([CH3:45])[O:29][CH:30]1[CH2:35][CH2:34][C:33](B2OC(C)(C)C(C)(C)O2)=[CH:32][CH2:31]1)([CH3:27])([CH3:26])[CH3:25].C(=O)([O-])[O-].[Na+].[Na+].O1CCOCC1.O. Product: [NH:1]1[C:5]2[CH:6]=[CH:7][CH:8]=[CH:9][C:4]=2[N:3]=[C:2]1[C:10]([N:12]1[CH2:15][CH:14]([O:16][C:17]2[C:22]([C:33]3[CH2:34][CH2:35][CH:30]([O:29][Si:28]([C:24]([CH3:27])([CH3:26])[CH3:25])([CH3:45])[CH3:46])[CH2:31][CH:32]=3)=[N:21][CH:20]=[CH:19][N:18]=2)[CH2:13]1)=[O:11]. The catalyst class is: 103. (6) Reactant: Br[C:2]1[C:3]([CH3:8])=[N:4][CH:5]=[CH:6][CH:7]=1.[C:9]1(B2OC(C)(C)C(C)(C)O2)[CH2:14][CH2:13][CH2:12][CH2:11][CH:10]=1.C(=O)([O-])[O-].[Cs+].[Cs+].O1CCOCC1. Product: [C:9]1([C:2]2[C:3]([CH3:8])=[N:4][CH:5]=[CH:6][CH:7]=2)[CH2:14][CH2:13][CH2:12][CH2:11][CH:10]=1. The catalyst class is: 690.